This data is from Full USPTO retrosynthesis dataset with 1.9M reactions from patents (1976-2016). The task is: Predict the reactants needed to synthesize the given product. (1) The reactants are: Cl.[N:2]1([C:8]2[CH:9]=[CH:10][CH:11]=[C:12]3[C:17]=2[NH:16][C:15](=[O:18])[CH2:14][CH2:13]3)[CH2:7][CH2:6][NH:5][CH2:4][CH2:3]1.[O:19]=[C:20]1[NH:29][C:28]2[N:27]=[C:26]([O:30][CH2:31][CH2:32][CH2:33][CH:34]=O)[CH:25]=[CH:24][C:23]=2[CH2:22][CH2:21]1. Given the product [O:18]=[C:15]1[CH2:14][CH2:13][C:12]2[C:17](=[C:8]([N:2]3[CH2:7][CH2:6][N:5]([CH2:34][CH2:33][CH2:32][CH2:31][O:30][C:26]4[N:27]=[C:28]5[C:23]([CH2:22][CH2:21][C:20](=[O:19])[NH:29]5)=[CH:24][CH:25]=4)[CH2:4][CH2:3]3)[CH:9]=[CH:10][CH:11]=2)[NH:16]1, predict the reactants needed to synthesize it. (2) Given the product [C:15]([O:19][C:20]([N:22]1[C:26]2[CH:27]=[CH:28][CH:29]=[CH:30][C:25]=2[N:24]=[C:23]1[CH2:31][N:32]([CH2:12][C:5]1[CH:6]=[CH:7][C:8]([C:10]#[N:11])=[CH:9][C:4]=1[C:3]([O:2][CH3:1])=[O:14])[CH:33]([C:35]1[CH:40]=[CH:39][CH:38]=[CH:37][N:36]=1)[CH3:34])=[O:21])([CH3:16])([CH3:17])[CH3:18], predict the reactants needed to synthesize it. The reactants are: [CH3:1][O:2][C:3](=[O:14])[C:4]1[CH:9]=[C:8]([C:10]#[N:11])[CH:7]=[CH:6][C:5]=1[CH2:12]Br.[C:15]([O:19][C:20]([N:22]1[C:26]2[CH:27]=[CH:28][CH:29]=[CH:30][C:25]=2[NH:24][CH:23]1[CH2:31][NH:32][CH:33]([C:35]1[CH:40]=[CH:39][CH:38]=[CH:37][N:36]=1)[CH3:34])=[O:21])([CH3:18])([CH3:17])[CH3:16].CCN(C(C)C)C(C)C.